From a dataset of Peptide-MHC class I binding affinity with 185,985 pairs from IEDB/IMGT. Regression. Given a peptide amino acid sequence and an MHC pseudo amino acid sequence, predict their binding affinity value. This is MHC class I binding data. The peptide sequence is TESDAIRTL. The MHC is HLA-B40:01 with pseudo-sequence HLA-B40:01. The binding affinity (normalized) is 0.711.